This data is from Catalyst prediction with 721,799 reactions and 888 catalyst types from USPTO. The task is: Predict which catalyst facilitates the given reaction. (1) Reactant: [CH3:1][C:2]1[CH:11]=[CH:10][C:9]([C:12]2[CH:17]=[CH:16][CH:15]=[CH:14][CH:13]=2)=[CH:8][C:3]=1[CH2:4][N:5]=[C:6]=[O:7].[CH3:18][NH:19][NH:20][C:21](=[O:25])[CH:22]([F:24])[F:23]. Product: [F:23][CH:22]([F:24])[C:21]([NH:20][N:19]([CH3:18])[C:6]([NH:5][CH2:4][C:3]1[CH:8]=[C:9]([C:12]2[CH:17]=[CH:16][CH:15]=[CH:14][CH:13]=2)[CH:10]=[CH:11][C:2]=1[CH3:1])=[O:7])=[O:25]. The catalyst class is: 11. (2) Reactant: [NH2:1][C:2]1[CH:7]=[CH:6][CH:5]=[CH:4][C:3]=1[SH:8].O=[CH:10][C:11]1[CH:19]=[CH:18][CH:17]=[C:14]([O:15][CH3:16])[C:12]=1[OH:13].OO.Cl. The catalyst class is: 14. Product: [OH:13][C:12]1[C:14]([O:15][CH3:16])=[CH:17][CH:18]=[CH:19][C:11]=1[C:10]1[S:8][C:3]2[CH:4]=[CH:5][CH:6]=[CH:7][C:2]=2[N:1]=1.